This data is from NCI-60 drug combinations with 297,098 pairs across 59 cell lines. The task is: Regression. Given two drug SMILES strings and cell line genomic features, predict the synergy score measuring deviation from expected non-interaction effect. (1) Drug 1: CC1C(C(CC(O1)OC2CC(CC3=C2C(=C4C(=C3O)C(=O)C5=C(C4=O)C(=CC=C5)OC)O)(C(=O)CO)O)N)O.Cl. Drug 2: CC(CN1CC(=O)NC(=O)C1)N2CC(=O)NC(=O)C2. Cell line: A549. Synergy scores: CSS=26.1, Synergy_ZIP=-0.115, Synergy_Bliss=6.58, Synergy_Loewe=8.95, Synergy_HSA=9.77. (2) Drug 1: CC1=C(C(CCC1)(C)C)C=CC(=CC=CC(=CC(=O)O)C)C. Drug 2: C1=CC=C(C=C1)NC(=O)CCCCCCC(=O)NO. Cell line: K-562. Synergy scores: CSS=12.3, Synergy_ZIP=0.199, Synergy_Bliss=2.94, Synergy_Loewe=-2.13, Synergy_HSA=3.87. (3) Drug 1: CC1CCC2CC(C(=CC=CC=CC(CC(C(=O)C(C(C(=CC(C(=O)CC(OC(=O)C3CCCCN3C(=O)C(=O)C1(O2)O)C(C)CC4CCC(C(C4)OC)O)C)C)O)OC)C)C)C)OC. Drug 2: CN(CC1=CN=C2C(=N1)C(=NC(=N2)N)N)C3=CC=C(C=C3)C(=O)NC(CCC(=O)O)C(=O)O. Cell line: NCI/ADR-RES. Synergy scores: CSS=14.8, Synergy_ZIP=-1.50, Synergy_Bliss=2.49, Synergy_Loewe=-11.1, Synergy_HSA=-3.30. (4) Drug 1: CC1=C(N=C(N=C1N)C(CC(=O)N)NCC(C(=O)N)N)C(=O)NC(C(C2=CN=CN2)OC3C(C(C(C(O3)CO)O)O)OC4C(C(C(C(O4)CO)O)OC(=O)N)O)C(=O)NC(C)C(C(C)C(=O)NC(C(C)O)C(=O)NCCC5=NC(=CS5)C6=NC(=CS6)C(=O)NCCC[S+](C)C)O. Drug 2: C(CN)CNCCSP(=O)(O)O. Cell line: RXF 393. Synergy scores: CSS=14.2, Synergy_ZIP=1.61, Synergy_Bliss=2.48, Synergy_Loewe=-11.5, Synergy_HSA=0.854.